Dataset: Full USPTO retrosynthesis dataset with 1.9M reactions from patents (1976-2016). Task: Predict the reactants needed to synthesize the given product. (1) The reactants are: [N+:1]([C:4]1[CH:5]=[C:6]([CH:16]=[CH:17][CH:18]=1)[CH2:7]P(=O)(OCC)OCC)([O-:3])=[O:2].O=[C:20]1[CH2:25][CH2:24][N:23]([C:26]([O:28][C:29]([CH3:32])([CH3:31])[CH3:30])=[O:27])[CH2:22][CH2:21]1.[H-].[Na+]. Given the product [N+:1]([C:4]1[CH:5]=[C:6]([CH:16]=[CH:17][CH:18]=1)[CH:7]=[C:20]1[CH2:25][CH2:24][N:23]([C:26]([O:28][C:29]([CH3:32])([CH3:31])[CH3:30])=[O:27])[CH2:22][CH2:21]1)([O-:3])=[O:2], predict the reactants needed to synthesize it. (2) Given the product [F:1][C:2]1[CH:7]=[CH:6][CH:5]=[C:4]([CH:8]([O:10][C:17]2[CH:18]=[CH:19][C:14]([N+:11]([O-:13])=[O:12])=[CH:15][CH:16]=2)[CH3:9])[CH:3]=1, predict the reactants needed to synthesize it. The reactants are: [F:1][C:2]1[CH:3]=[C:4]([CH:8]([OH:10])[CH3:9])[CH:5]=[CH:6][CH:7]=1.[N+:11]([C:14]1[CH:19]=[CH:18][C:17](O)=[CH:16][CH:15]=1)([O-:13])=[O:12]. (3) Given the product [ClH:11].[NH2:1][C:2]1[CH:3]=[C:4]([CH:7]=[C:8]([NH:10][C:12]2[C:21]3[C:16](=[CH:17][C:18]([Cl:22])=[CH:19][CH:20]=3)[N:15]=[CH:14][CH:13]=2)[CH:9]=1)[C:5]#[N:6], predict the reactants needed to synthesize it. The reactants are: [NH2:1][C:2]1[CH:3]=[C:4]([CH:7]=[C:8]([NH2:10])[CH:9]=1)[C:5]#[N:6].[Cl:11][C:12]1[C:21]2[C:16](=[CH:17][C:18]([Cl:22])=[CH:19][CH:20]=2)[N:15]=[CH:14][CH:13]=1. (4) Given the product [C:5](/[N:6]=[C:15](\[S:16][CH3:1])/[NH:14][C:12]1[CH:11]=[C:10]([Cl:17])[N:9]=[C:8]([Cl:7])[CH:13]=1)#[N:4], predict the reactants needed to synthesize it. The reactants are: [CH3:1][O-].[Na+].[N:4]#[C:5][NH2:6].[Cl:7][C:8]1[CH:13]=[C:12]([N:14]=[C:15]=[S:16])[CH:11]=[C:10]([Cl:17])[N:9]=1.IC. (5) Given the product [N:19]1([C:25]2[N:30]=[CH:29][C:28]([NH:31][C:12]([C:10]3[N:11]=[C:7]([C:1]4[CH:2]=[CH:3][CH:4]=[CH:5][CH:6]=4)[O:8][C:9]=3[C:15]([F:18])([F:17])[F:16])=[O:14])=[CH:27][CH:26]=2)[CH2:24][CH2:23][S:22][CH2:21][CH2:20]1, predict the reactants needed to synthesize it. The reactants are: [C:1]1([C:7]2[O:8][C:9]([C:15]([F:18])([F:17])[F:16])=[C:10]([C:12]([OH:14])=O)[N:11]=2)[CH:6]=[CH:5][CH:4]=[CH:3][CH:2]=1.[N:19]1([C:25]2[N:30]=[CH:29][C:28]([NH2:31])=[CH:27][CH:26]=2)[CH2:24][CH2:23][S:22][CH2:21][CH2:20]1. (6) Given the product [O:6]=[S:1]1(=[O:7])[CH2:5][CH2:4][CH2:3][CH:2]1[CH:13]([OH:14])[C:15]1[CH:16]=[CH:17][C:18]([CH:21]([CH3:27])[C:22]([O:24][CH2:25][CH3:26])=[O:23])=[CH:19][CH:20]=1, predict the reactants needed to synthesize it. The reactants are: [S:1]1(=[O:7])(=[O:6])[CH2:5][CH2:4][CH2:3][CH2:2]1.C([Li])CCC.[CH:13]([C:15]1[CH:20]=[CH:19][C:18]([CH:21]([CH3:27])[C:22]([O:24][CH2:25][CH3:26])=[O:23])=[CH:17][CH:16]=1)=[O:14]. (7) Given the product [CH:33]([NH:36][CH2:37][CH2:38][CH2:39][NH:40][C:12]1[C:13]([C:18]2[NH:27][C:26](=[O:28])[C:25]3[C:20](=[CH:21][C:22]([O:31][CH3:32])=[CH:23][C:24]=3[O:29][CH3:30])[N:19]=2)=[N:14][CH:15]=[CH:16][CH:17]=1)([CH3:35])[CH3:34], predict the reactants needed to synthesize it. The reactants are: C[Si]([N-][Si](C)(C)C)(C)C.[Li+].F[C:12]1[C:13]([C:18]2[NH:27][C:26](=[O:28])[C:25]3[C:20](=[CH:21][C:22]([O:31][CH3:32])=[CH:23][C:24]=3[O:29][CH3:30])[N:19]=2)=[N:14][CH:15]=[CH:16][CH:17]=1.[CH:33]([NH:36][CH2:37][CH2:38][CH2:39][NH2:40])([CH3:35])[CH3:34]. (8) Given the product [OH:32][CH2:1][C:2]1[S:6]/[C:5](=[N:7]\[C:8]([N:10]2[CH2:14][CH2:13][CH2:12][CH2:11]2)=[O:9])/[N:4]([C:15]2[CH:28]=[CH:27][C:18]3[O:19][C:20]([F:25])([F:26])[C:21]([F:24])([F:23])[O:22][C:17]=3[CH:16]=2)[CH:3]=1, predict the reactants needed to synthesize it. The reactants are: [CH2:1]=[C:2]1[S:6]/[C:5](=[N:7]\[C:8]([N:10]2[CH2:14][CH2:13][CH2:12][CH2:11]2)=[O:9])/[N:4]([C:15]2[CH:28]=[CH:27][C:18]3[O:19][C:20]([F:26])([F:25])[C:21]([F:24])([F:23])[O:22][C:17]=3[CH:16]=2)[CH2:3]1.ICl.C(=O)([O-])[O-:32].[Cs+].[Cs+].OS([O-])=O.[Na+].II. (9) Given the product [CH3:1][N:2]([C:20]1[CH:21]=[CH:22][CH:23]=[CH:24][N:25]=1)[CH2:3][CH2:4][O:5][C:6]1[CH:11]=[CH:10][C:9]([CH2:12][CH:13]2[S:19][C:17](=[O:18])[NH:16][C:14]2=[O:15])=[CH:8][CH:7]=1.[BrH:26], predict the reactants needed to synthesize it. The reactants are: [CH3:1][N:2]([C:20]1[CH:21]=[CH:22][CH:23]=[CH:24][N:25]=1)[CH2:3][CH2:4][O:5][C:6]1[CH:7]=[CH:8][C:9]([CH2:12][CH:13]2[S:19][C:17](=[O:18])[NH:16][C:14]2=[O:15])=[CH:10][CH:11]=1.[BrH:26].